Predict the reaction yield, written as a fraction of the theoretical maximum amount of product (1.0 means a 100% yield; for example, 0.34 means a 34% yield). From a dataset of Reaction yield outcomes from USPTO patents with 853,638 reactions. (1) The reactants are [C:1]([NH2:4])(=[O:3])[CH3:2].[H-].[Na+].[Cl:7][C:8]1[CH:9]=[C:10]([F:15])[C:11](F)=[N:12][CH:13]=1.[Cl-].[NH4+]. The catalyst is CN(C=O)C. The product is [C:1]([NH:4][C:11]1[C:10]([F:15])=[CH:9][C:8]([Cl:7])=[CH:13][N:12]=1)(=[O:3])[CH3:2]. The yield is 0.700. (2) The reactants are [CH3:1][O:2][CH2:3][O:4][C:5]1[CH:6]=[N:7][CH:8]=[CH:9][CH:10]=1.C([Li])(C)(C)C.[CH:16](=[O:18])[CH3:17]. The catalyst is C1COCC1.CCCCC. The product is [CH3:1][O:2][CH2:3][O:4][C:5]1[CH:6]=[N:7][CH:8]=[CH:9][C:10]=1[CH:16]([OH:18])[CH3:17]. The yield is 0.360.